Dataset: Catalyst prediction with 721,799 reactions and 888 catalyst types from USPTO. Task: Predict which catalyst facilitates the given reaction. (1) Reactant: C(O[C:4](=[O:10])[CH2:5][S:6]([CH3:9])(=[O:8])=[O:7])C.[H-].[Na+].[H][H].[CH3:15][N:16]1C(=O)O[C:19](=[O:20])[C:18]2=[CH:24][CH:25]=[CH:26][CH:27]=[C:17]12.Cl. Product: [OH:20][C:19]1[C:18]2[C:17](=[CH:27][CH:26]=[CH:25][CH:24]=2)[N:16]([CH3:15])[C:4](=[O:10])[C:5]=1[S:6]([CH3:9])(=[O:7])=[O:8]. The catalyst class is: 44. (2) The catalyst class is: 57. Product: [CH3:1][C:2]1[CH:3]=[C:4]([CH:7]=[C:8]([CH3:22])[C:9]=1[O:10][C:11]1[CH:16]=[CH:15][C:14]([O:17][CH3:18])=[C:13]([CH:19]([CH3:21])[CH3:20])[CH:12]=1)[CH2:5][Br:24]. Reactant: [CH3:1][C:2]1[CH:3]=[C:4]([CH:7]=[C:8]([CH3:22])[C:9]=1[O:10][C:11]1[CH:16]=[CH:15][C:14]([O:17][CH3:18])=[C:13]([CH:19]([CH3:21])[CH3:20])[CH:12]=1)[CH2:5]O.P(Br)(Br)[Br:24]. (3) Reactant: [I:1][C:2]1[CH:3]=[N:4][NH:5][C:6]=1[C:7]([O:9][CH2:10][CH3:11])=[O:8].[CH3:12][O:13][C:14]1[CH:19]=[CH:18][C:17]([CH2:20]Cl)=[CH:16][CH:15]=1.C([O-])([O-])=O.[K+].[K+]. Product: [I:1][C:2]1[C:6]([C:7]([O:9][CH2:10][CH3:11])=[O:8])=[N:5][N:4]([CH2:20][C:17]2[CH:18]=[CH:19][C:14]([O:13][CH3:12])=[CH:15][CH:16]=2)[CH:3]=1.[I:1][C:2]1[CH:3]=[N:4][N:5]([CH2:20][C:17]2[CH:18]=[CH:19][C:14]([O:13][CH3:12])=[CH:15][CH:16]=2)[C:6]=1[C:7]([O:9][CH2:10][CH3:11])=[O:8]. The catalyst class is: 10. (4) Reactant: [CH3:1][S:2]([C:5]1[CH:10]=[CH:9][C:8]([C:11]2[N:16]=[CH:15][C:14]([O:17][CH2:18][CH:19]3[CH2:24][CH2:23][N:22]([C:25]#[N:26])[CH2:21][CH2:20]3)=[CH:13][CH:12]=2)=[CH:7][CH:6]=1)(=[O:4])=[O:3].[Cl-].[NH4+].[N-:29]=[N+:30]=[N-:31].[Na+]. Product: [CH3:1][S:2]([C:5]1[CH:10]=[CH:9][C:8]([C:11]2[CH:12]=[CH:13][C:14]([O:17][CH2:18][CH:19]3[CH2:24][CH2:23][N:22]([C:25]4[NH:31][N:30]=[N:29][N:26]=4)[CH2:21][CH2:20]3)=[CH:15][N:16]=2)=[CH:7][CH:6]=1)(=[O:3])=[O:4]. The catalyst class is: 3. (5) Reactant: [Li+].[BH4-].C[O:4][C:5](=O)[C:6]1[CH:11]=[CH:10][CH:9]=[C:8]([CH3:12])[C:7]=1[O:13][CH3:14].CO. Product: [CH3:14][O:13][C:7]1[C:8]([CH3:12])=[CH:9][CH:10]=[CH:11][C:6]=1[CH2:5][OH:4]. The catalyst class is: 28.